Dataset: Catalyst prediction with 721,799 reactions and 888 catalyst types from USPTO. Task: Predict which catalyst facilitates the given reaction. (1) Reactant: [Cl:1][C:2]1[CH:3]=[C:4]([NH:23][CH2:24][C:25]2[N:26]=[N:27][N:28]([CH:30]3[CH2:39][CH2:38][C:33]4(OCC[O:34]4)[CH2:32][CH2:31]3)[CH:29]=2)[CH:5]=[C:6]2[C:11]=1[N:10]=[CH:9][C:8]([C:12]#[N:13])=[C:7]2[NH:14][C:15]1[CH:20]=[CH:19][C:18]([F:21])=[C:17]([Cl:22])[CH:16]=1.C(O)(C(F)(F)F)=O.CC(C)=O. Product: [Cl:1][C:2]1[CH:3]=[C:4]([NH:23][CH2:24][C:25]2[N:26]=[N:27][N:28]([CH:30]3[CH2:31][CH2:32][C:33](=[O:34])[CH2:38][CH2:39]3)[CH:29]=2)[CH:5]=[C:6]2[C:11]=1[N:10]=[CH:9][C:8]([C:12]#[N:13])=[C:7]2[NH:14][C:15]1[CH:20]=[CH:19][C:18]([F:21])=[C:17]([Cl:22])[CH:16]=1. The catalyst class is: 6. (2) Reactant: [CH:1]1([N:4]2[CH2:13][C:12]3[C:7](=[CH:8][CH:9]=[CH:10][CH:11]=3)[N:6]([CH2:14][C:15]3[N:19]([CH2:20][CH2:21][CH:22]([CH3:24])[CH3:23])[C:18]4[CH:25]=[CH:26][C:27]([CH2:29][NH:30]C(=O)OC(C)(C)C)=[CH:28][C:17]=4[N:16]=3)[C:5]2=[O:38])[CH2:3][CH2:2]1.Cl. Product: [NH2:30][CH2:29][C:27]1[CH:26]=[CH:25][C:18]2[N:19]([CH2:20][CH2:21][CH:22]([CH3:23])[CH3:24])[C:15]([CH2:14][N:6]3[C:7]4[C:12](=[CH:11][CH:10]=[CH:9][CH:8]=4)[CH2:13][N:4]([CH:1]4[CH2:2][CH2:3]4)[C:5]3=[O:38])=[N:16][C:17]=2[CH:28]=1. The catalyst class is: 135. (3) Reactant: [OH-].[Na+].[CH3:3][C:4]1[CH:11]=[C:10]([O:12][CH2:13][C:14]2[CH:19]=[CH:18][CH:17]=[CH:16][C:15]=2[CH3:20])[CH:9]=[CH:8][C:5]=1[CH:6]=O.Cl.[CH3:22][C:23]([CH3:25])=[O:24]. Product: [CH3:3][C:4]1[CH:11]=[C:10]([O:12][CH2:13][C:14]2[CH:19]=[CH:18][CH:17]=[CH:16][C:15]=2[CH3:20])[CH:9]=[CH:8][C:5]=1[CH:6]=[CH:22][C:23](=[O:24])[CH3:25]. The catalyst class is: 6. (4) Reactant: [F:1][C:2]1[C:7]([F:8])=[C:6]([F:9])[CH:5]=[CH:4][C:3]=1[S:10]([OH:12])=[O:11].FC1C(F)=C(F)C=CC=1S(Cl)(=O)=O.C(N(CC)CC)C.[Cl:33][CH2:34][CH2:35][CH2:36]I. Product: [Cl:33][CH2:34][CH2:35][CH2:36][S:10]([C:3]1[CH:4]=[CH:5][C:6]([F:9])=[C:7]([F:8])[C:2]=1[F:1])(=[O:12])=[O:11]. The catalyst class is: 3. (5) Reactant: Br[C:2]1[CH:7]=[CH:6][C:5]([CH2:8][CH2:9][CH2:10][CH3:11])=[CH:4][CH:3]=1.C([Li])CCC.[CH2:17]([N:24]1[CH2:29][CH2:28][C:27](=[O:30])[CH2:26][CH2:25]1)[C:18]1[CH:23]=[CH:22][CH:21]=[CH:20][CH:19]=1. Product: [CH2:17]([N:24]1[CH2:29][CH2:28][C:27]([C:2]2[CH:7]=[CH:6][C:5]([CH2:8][CH2:9][CH2:10][CH3:11])=[CH:4][CH:3]=2)([OH:30])[CH2:26][CH2:25]1)[C:18]1[CH:19]=[CH:20][CH:21]=[CH:22][CH:23]=1. The catalyst class is: 1. (6) The catalyst class is: 4. Product: [ClH:1].[NH2:8][CH:9]([CH2:12][C:13]1[CH:18]=[CH:17][C:16]([O:19][CH2:20][C:21]2[CH:26]=[CH:25][CH:24]=[CH:23][CH:22]=2)=[CH:15][CH:14]=1)[CH2:10][OH:11]. Reactant: [ClH:1].C(OC(=O)[NH:8][CH:9]([CH2:12][C:13]1[CH:18]=[CH:17][C:16]([O:19][CH2:20][C:21]2[CH:26]=[CH:25][CH:24]=[CH:23][CH:22]=2)=[CH:15][CH:14]=1)[CH2:10][OH:11])(C)(C)C. (7) Reactant: C(N(CC)C(Cl)=O)C.[CH2:9]([N:11]([C:14]([N:16]=[C:17]=[S:18])=[O:15])[CH2:12][CH3:13])[CH3:10].[Cl:19][C:20]1[CH:21]=[C:22]([CH:24]=[CH:25][C:26]=1[O:27][C:28]1[C:37]2[C:32](=[CH:33][C:34]([O:40][CH3:41])=[C:35]([O:38][CH3:39])[CH:36]=2)[N:31]=[CH:30][CH:29]=1)[NH2:23].C1(C)C=CC=CC=1. Product: [CH2:9]([N:11]([C:14]([N:16]=[C:17]=[S:18])=[O:15])[CH2:12][CH3:13])[CH3:10].[Cl:19][C:20]1[CH:21]=[C:22]([NH:23][C:17]([NH:16][C:14]([N:11]([CH2:12][CH3:13])[CH2:9][CH3:10])=[O:15])=[S:18])[CH:24]=[CH:25][C:26]=1[O:27][C:28]1[C:37]2[C:32](=[CH:33][C:34]([O:40][CH3:41])=[C:35]([O:38][CH3:39])[CH:36]=2)[N:31]=[CH:30][CH:29]=1. The catalyst class is: 8. (8) Reactant: [C:1]1([C:7]2[N:8]=[C:9]([C:12]3[C:16]([C:17](O)=[O:18])=[CH:15][N:14]([CH2:20][O:21][CH2:22][CH2:23][Si:24]([CH3:27])([CH3:26])[CH3:25])[N:13]=3)[S:10][CH:11]=2)[CH:6]=[CH:5][CH:4]=[CH:3][CH:2]=1.[O:28]1[CH2:33][CH2:32][CH:31]([NH2:34])[CH2:30][CH2:29]1.CN(C(ON1N=NC2C=CC=NC1=2)=[N+](C)C)C.F[P-](F)(F)(F)(F)F.CCN(C(C)C)C(C)C. Product: [C:1]1([C:7]2[N:8]=[C:9]([C:12]3[C:16]([C:17]([NH:34][CH:31]4[CH2:32][CH2:33][O:28][CH2:29][CH2:30]4)=[O:18])=[CH:15][N:14]([CH2:20][O:21][CH2:22][CH2:23][Si:24]([CH3:25])([CH3:27])[CH3:26])[N:13]=3)[S:10][CH:11]=2)[CH:2]=[CH:3][CH:4]=[CH:5][CH:6]=1. The catalyst class is: 3. (9) Reactant: [C:1](Cl)(=[O:5])[CH:2]([CH3:4])[CH3:3].[N:7]#[C:8][C@@H:9]([C:11]([O:13][CH2:14][CH3:15])=[O:12])[NH2:10].CCN(CC)CC.C([O-])([O-])=O.[K+].[K+]. Product: [C:1]([NH:10][C@H:9]([C:11]([O:13][CH2:14][CH3:15])=[O:12])[C:8]#[N:7])(=[O:5])[CH:2]([CH3:4])[CH3:3]. The catalyst class is: 2. (10) Reactant: [OH:1][CH:2]([C:26]1[CH:31]=[CH:30][C:29]([NH:32][C:33](=[O:38])[C:34]([CH3:37])([CH3:36])[CH3:35])=[CH:28][CH:27]=1)[C:3]1[CH:12]=[C:11]2[C:6]([N:7]=[CH:8][C:9]([CH:13]3[CH2:18][CH2:17][N:16]([C:19]([O:21][C:22]([CH3:25])([CH3:24])[CH3:23])=[O:20])[CH2:15][CH2:14]3)=[N:10]2)=[CH:5][CH:4]=1. Product: [C:33]([NH:32][C:29]1[CH:30]=[CH:31][C:26]([C:2]([C:3]2[CH:12]=[C:11]3[C:6]([N:7]=[CH:8][C:9]([CH:13]4[CH2:14][CH2:15][N:16]([C:19]([O:21][C:22]([CH3:25])([CH3:24])[CH3:23])=[O:20])[CH2:17][CH2:18]4)=[N:10]3)=[CH:5][CH:4]=2)=[O:1])=[CH:27][CH:28]=1)(=[O:38])[C:34]([CH3:37])([CH3:36])[CH3:35]. The catalyst class is: 177.